Dataset: Forward reaction prediction with 1.9M reactions from USPTO patents (1976-2016). Task: Predict the product of the given reaction. (1) Given the reactants [CH2:1]([O:3][C:4]([C:6]1([CH3:27])[CH2:11][CH2:10][N:9]([C:12]2[CH2:26][C:15]3([CH2:18][N:17](C(OC(C)(C)C)=O)[CH2:16]3)[O:14][N:13]=2)[CH2:8][CH2:7]1)=[O:5])[CH3:2].[CH2:28]([O:35][C:36]1[C:43]([O:44][CH2:45][CH3:46])=[CH:42][C:39]([CH:40]=O)=[CH:38][C:37]=1[Cl:47])[C:29]1[CH:34]=[CH:33][CH:32]=[CH:31][CH:30]=1, predict the reaction product. The product is: [CH2:28]([O:35][C:36]1[C:43]([O:44][CH2:45][CH3:46])=[CH:42][C:39]([CH2:40][N:17]2[CH2:16][C:15]3([CH2:26][C:12]([N:9]4[CH2:8][CH2:7][C:6]([CH3:27])([C:4]([O:3][CH2:1][CH3:2])=[O:5])[CH2:11][CH2:10]4)=[N:13][O:14]3)[CH2:18]2)=[CH:38][C:37]=1[Cl:47])[C:29]1[CH:30]=[CH:31][CH:32]=[CH:33][CH:34]=1. (2) Given the reactants Cl.C(N=C=NCCCN(C)C)C.[O:13]=[C:14]1[NH:22][C:17]2=[N:18][CH:19]=[CH:20][CH:21]=[C:16]2[C@@:15]21[CH2:33][C:25]1=[N:26][CH:27]=[C:28]([C:30](O)=[O:31])[CH:29]=[C:24]1[CH2:23]2.Cl.[NH2:35][C@H:36]1[CH2:41][C@@H:40]([C:42]2[CH:47]=[CH:46][CH:45]=[CH:44][C:43]=2[CH3:48])[C@@H:39]([CH3:49])[N:38]([CH2:50][C:51]([F:54])([F:53])[F:52])[C:37]1=[O:55].N1C2C(=NC=CC=2)N(O)N=1.C(N(CC)CC)C, predict the reaction product. The product is: [CH3:49][C@H:39]1[N:38]([CH2:50][C:51]([F:53])([F:54])[F:52])[C:37](=[O:55])[C@@H:36]([NH:35][C:30]([C:28]2[CH:29]=[C:24]3[CH2:23][C@@:15]4([C:16]5[C:17](=[N:18][CH:19]=[CH:20][CH:21]=5)[NH:22][C:14]4=[O:13])[CH2:33][C:25]3=[N:26][CH:27]=2)=[O:31])[CH2:41][C@H:40]1[C:42]1[CH:47]=[CH:46][CH:45]=[CH:44][C:43]=1[CH3:48]. (3) Given the reactants [NH:1]1[CH:5]=[C:4]([C:6]([O:8][CH2:9][CH3:10])=[O:7])[N:3]=[CH:2]1.C([O-])([O-])=O.[Cs+].[Cs+].Br[CH2:18][C:19]1[CH:24]=[CH:23][CH:22]=[C:21]([F:25])[CH:20]=1.CCOC(C)=O, predict the reaction product. The product is: [F:25][C:21]1[CH:20]=[C:19]([CH:24]=[CH:23][CH:22]=1)[CH2:18][N:1]1[CH:5]=[C:4]([C:6]([O:8][CH2:9][CH3:10])=[O:7])[N:3]=[CH:2]1. (4) Given the reactants [CH2:1]([O:3][CH2:4][C@H:5]([NH:17]C(=O)OC(C)(C)C)[C:6]1[CH:11]=[CH:10][C:9]([S:12]([CH2:15][CH3:16])(=[O:14])=[O:13])=[CH:8][CH:7]=1)[CH3:2], predict the reaction product. The product is: [CH2:1]([O:3][CH2:4][C@@H:5]([C:6]1[CH:11]=[CH:10][C:9]([S:12]([CH2:15][CH3:16])(=[O:13])=[O:14])=[CH:8][CH:7]=1)[NH2:17])[CH3:2]. (5) Given the reactants [N:1]1[C:10]2[NH:9][CH2:8][CH2:7][CH2:6][C:5]=2[CH:4]=[CH:3][C:2]=1[CH2:11][CH2:12][O:13][C:14]1[CH:15]=[CH:16][C:17]([CH2:20][C@@H:21]([C:23]([O:25][CH3:26])=[O:24])[NH2:22])=[N:18][CH:19]=1.OP=O.CCN=C=NCCCN(C)C.[Cl:41][C:42]1[CH:50]=[CH:49][CH:48]=[CH:47][C:43]=1[C:44](O)=[O:45], predict the reaction product. The product is: [Cl:41][C:42]1[CH:50]=[CH:49][CH:48]=[CH:47][C:43]=1[C:44]([NH:22][C@H:21]([C:23]([O:25][CH3:26])=[O:24])[CH2:20][C:17]1[CH:16]=[CH:15][C:14]([O:13][CH2:12][CH2:11][C:2]2[CH:3]=[CH:4][C:5]3[CH2:6][CH2:7][CH2:8][NH:9][C:10]=3[N:1]=2)=[CH:19][N:18]=1)=[O:45]. (6) Given the reactants [Cl:1][C:2]1[CH:7]=[CH:6][CH:5]=[CH:4][C:3]=1[N:8]1[C:12]([C:13]2[CH:18]=[CH:17][C:16]([Cl:19])=[CH:15][CH:14]=2)=[C:11](OCC(OC)=O)[C:10]([C:26](=[O:33])[NH:27][N:28]2[CH2:32][CH2:31][CH2:30][CH2:29]2)=[N:9]1.[NH3:34].[CH3:35][OH:36].[C:37](OCC)(=O)C.[OH2:43], predict the reaction product. The product is: [C:35]([CH2:37][O:43][C:11]1[C:10]([C:26](=[O:33])[NH:27][N:28]2[CH2:32][CH2:31][CH2:30][CH2:29]2)=[N:9][N:8]([C:3]2[CH:4]=[CH:5][CH:6]=[CH:7][C:2]=2[Cl:1])[C:12]=1[C:13]1[CH:14]=[CH:15][C:16]([Cl:19])=[CH:17][CH:18]=1)(=[O:36])[NH2:34]. (7) Given the reactants [NH2:1][C:2]1[CH:7]=[CH:6][C:5]([C:8]2[N:13]=[C:12]3[NH:14][N:15]=[C:16]([NH2:17])[C:11]3=[CH:10][CH:9]=2)=[CH:4][CH:3]=1.C(N(CC)CC)C.[F:25][C:26]1[CH:31]=[CH:30][C:29]([C:32]([F:35])([F:34])[F:33])=[CH:28][C:27]=1[N:36]=[C:37]=[O:38], predict the reaction product. The product is: [NH2:17][C:16]1[C:11]2[C:12](=[N:13][C:8]([C:5]3[CH:4]=[CH:3][C:2]([NH:1][C:37]([NH:36][C:27]4[CH:28]=[C:29]([C:32]([F:33])([F:35])[F:34])[CH:30]=[CH:31][C:26]=4[F:25])=[O:38])=[CH:7][CH:6]=3)=[CH:9][CH:10]=2)[NH:14][N:15]=1.